From a dataset of Forward reaction prediction with 1.9M reactions from USPTO patents (1976-2016). Predict the product of the given reaction. (1) Given the reactants [N:1]1([C:8]([O:10][C:11]([CH3:14])([CH3:13])[CH3:12])=[O:9])[CH2:7][CH2:6][CH2:5][NH:4][CH2:3][CH2:2]1.C(=O)([O-])[O-].[K+].[K+].I[CH:22]([CH3:24])[CH3:23], predict the reaction product. The product is: [CH3:23][CH:22]([N:4]1[CH2:5][CH2:6][CH2:7][N:1]([C:8]([O:10][C:11]([CH3:14])([CH3:13])[CH3:12])=[O:9])[CH2:2][CH2:3]1)[CH3:24]. (2) Given the reactants [Cl:1][C:2]1[CH:3]=[CH:4][C:5]([F:16])=[C:6]([C:8]2[O:12][N:11]=[C:10]([CH:13](O)[CH3:14])[N:9]=2)[CH:7]=1.P(Br)(Br)[Br:18].O.C([O-])(O)=O.[Na+], predict the reaction product. The product is: [Br:18][CH:13]([C:10]1[N:9]=[C:8]([C:6]2[CH:7]=[C:2]([Cl:1])[CH:3]=[CH:4][C:5]=2[F:16])[O:12][N:11]=1)[CH3:14]. (3) Given the reactants O=[CH:2][CH2:3][CH2:4][CH2:5][CH2:6][O:7][C:8]1[CH:17]=[CH:16][C:11]([C:12]([O:14][CH3:15])=[O:13])=[CH:10][CH:9]=1.Cl.[NH2:19][CH2:20][C:21]([O:23][CH2:24][C:25]1[CH:30]=[CH:29][CH:28]=[CH:27][CH:26]=1)=[O:22].C(O)(=O)C.C(O[BH-](OC(=O)C)OC(=O)C)(=O)C.[Na+].[OH-].[Na+], predict the reaction product. The product is: [CH2:24]([O:23][C:21](=[O:22])[CH2:20][NH:19][CH2:2][CH2:3][CH2:4][CH2:5][CH2:6][O:7][C:8]1[CH:17]=[CH:16][C:11]([C:12]([O:14][CH3:15])=[O:13])=[CH:10][CH:9]=1)[C:25]1[CH:30]=[CH:29][CH:28]=[CH:27][CH:26]=1. (4) Given the reactants [Cl:1][CH2:2][CH2:3][CH2:4][N:5]1[C:13]2[C:8](=[CH:9][CH:10]=[CH:11][C:12]=2[O:14][CH:15]([CH3:17])[CH3:16])[CH:7]=[CH:6]1.[Cl:18][C:19]1[CH:24]=[CH:23][C:22]([CH2:25][N:26]=[C:27]=[O:28])=[CH:21][C:20]=1[Cl:29], predict the reaction product. The product is: [Cl:1][CH2:2][CH2:3][CH2:4][N:5]1[C:13]2[C:8](=[CH:9][CH:10]=[CH:11][C:12]=2[O:14][CH:15]([CH3:17])[CH3:16])[C:7]([C:27]([NH:26][CH2:25][C:22]2[CH:23]=[CH:24][C:19]([Cl:18])=[C:20]([Cl:29])[CH:21]=2)=[O:28])=[CH:6]1. (5) Given the reactants [Cl:1][C:2]1[CH:3]=[C:4]([S:9]([NH:12][C:13]2[CH:21]=[C:20]3[C:16]([C:17]([C:23](O)=[O:24])=[CH:18][N:19]3[CH3:22])=[CH:15][CH:14]=2)(=[O:11])=[O:10])[CH:5]=[C:6]([Cl:8])[CH:7]=1.[CH:26]([N:29](C(C)C)[CH2:30]C)(C)C.N1(OC(N(C)C)=[N+](C)C)C2C=CC=CC=2N=N1.F[B-](F)(F)F.CNC, predict the reaction product. The product is: [CH3:26][N:29]([CH3:30])[C:23]([C:17]1[C:16]2[C:20](=[CH:21][C:13]([NH:12][S:9]([C:4]3[CH:3]=[C:2]([Cl:1])[CH:7]=[C:6]([Cl:8])[CH:5]=3)(=[O:10])=[O:11])=[CH:14][CH:15]=2)[N:19]([CH3:22])[CH:18]=1)=[O:24].